This data is from Reaction yield outcomes from USPTO patents with 853,638 reactions. The task is: Predict the reaction yield, written as a fraction of the theoretical maximum amount of product (1.0 means a 100% yield; for example, 0.34 means a 34% yield). (1) The reactants are Br[C:2]1[CH:9]=[C:8]([N:10]2[C:18]3[CH2:17][C:16]([CH3:20])([CH3:19])[CH2:15][C:14](=[O:21])[C:13]=3[C:12]([CH3:22])=[CH:11]2)[CH:7]=[CH:6][C:3]=1[C:4]#[N:5].[CH3:23][O:24][C:25]1[CH:26]=[C:27]([CH:29]=[C:30]([O:34][CH3:35])[C:31]=1[O:32][CH3:33])[NH2:28].CC(C)([O-:39])C.[Na+]. The catalyst is C1(C)C=CC=CC=1.C([O-])(=O)C.[Pd+2].C([O-])(=O)C.C1(P(C2C=CC=CC=2)[C-]2C=CC=C2)C=CC=CC=1.[C-]1(P(C2C=CC=CC=2)C2C=CC=CC=2)C=CC=C1.[Fe+2]. The product is [CH3:35][O:34][C:30]1[CH:29]=[C:27]([NH:28][C:2]2[CH:9]=[C:8]([N:10]3[C:18]4[CH2:17][C:16]([CH3:20])([CH3:19])[CH2:15][C:14](=[O:21])[C:13]=4[C:12]([CH3:22])=[CH:11]3)[CH:7]=[CH:6][C:3]=2[C:4]([NH2:5])=[O:39])[CH:26]=[C:25]([O:24][CH3:23])[C:31]=1[O:32][CH3:33]. The yield is 0.200. (2) The reactants are [CH3:1][N:2]1[C:6]([CH3:7])=[C:5]([C:8]([NH:10][C:11]2[N:16]=[CH:15][C:14]([O:17][C:18]3[CH:23]=[CH:22][N:21]=[C:20](C(N)=O)[CH:19]=3)=[CH:13][CH:12]=2)=[O:9])[C:4](=[O:27])[N:3]1[C:28]1[CH:33]=[CH:32][CH:31]=[CH:30][CH:29]=1.C(O)(=O)C.C(O)(=O)C.IC1C=CC=CC=1.CCOC(C)=O.CC#[N:57].O. No catalyst specified. The product is [NH2:57][C:20]1[CH:19]=[C:18]([O:17][C:14]2[CH:13]=[CH:12][C:11]([NH:10][C:8]([C:5]3[C:4](=[O:27])[N:3]([C:28]4[CH:29]=[CH:30][CH:31]=[CH:32][CH:33]=4)[N:2]([CH3:1])[C:6]=3[CH3:7])=[O:9])=[N:16][CH:15]=2)[CH:23]=[CH:22][N:21]=1. The yield is 0.770.